From a dataset of Full USPTO retrosynthesis dataset with 1.9M reactions from patents (1976-2016). Predict the reactants needed to synthesize the given product. (1) Given the product [Cl:1][C:2]1[N:10]=[C:9]2[C:5]([N:6]=[CH:7][N:8]2[CH:27]([CH3:29])[CH3:28])=[C:4]([NH:11][C@@H:12]([C:15]2[CH:20]=[CH:19][CH:18]=[CH:17][CH:16]=2)[CH2:13][OH:14])[N:3]=1, predict the reactants needed to synthesize it. The reactants are: [Cl:1][C:2]1[N:10]=[C:9]2[C:5]([NH:6][CH:7]=[N:8]2)=[C:4]([NH:11][C@@H:12]([C:15]2[CH:20]=[CH:19][CH:18]=[CH:17][CH:16]=2)[CH2:13][OH:14])[N:3]=1.C(=O)([O-])[O-].[K+].[K+].[CH:27](Br)([CH3:29])[CH3:28]. (2) The reactants are: [Cl:1][C:2]1[CH:7]=[C:6]([Cl:8])[CH:5]=[CH:4][C:3]=1[C:9]1[N:10]=[C:11]([CH2:30][CH3:31])[C:12]([NH:17][C@@H:18]2[C:26]3[C:21](=[CH:22][CH:23]=[CH:24][CH:25]=3)[CH2:20][C@@H:19]2[O:27]CC)=[N:13][C:14]=1[CH2:15][CH3:16].Br[C:33]1N=C(C2CC2)C(N[C@@H]2C3C(=CC=CC=3)C[C@@H]2O)=NC=1CC. Given the product [CH:30]1([C:11]2[C:12]([NH:17][C@@H:18]3[C:26]4[C:21](=[CH:22][CH:23]=[CH:24][CH:25]=4)[CH2:20][C@@H:19]3[OH:27])=[N:13][C:14]([CH2:15][CH3:16])=[C:9]([C:3]3[CH:4]=[CH:5][C:6]([Cl:8])=[CH:7][C:2]=3[Cl:1])[N:10]=2)[CH2:33][CH2:31]1, predict the reactants needed to synthesize it. (3) Given the product [N:4]1[CH:5]=[CH:6][CH:7]=[N:8][C:3]=1[C:1](=[S:11])[NH2:2], predict the reactants needed to synthesize it. The reactants are: [C:1]([C:3]1[N:8]=[CH:7][CH:6]=[CH:5][N:4]=1)#[N:2].C(N)(=[S:11])C. (4) Given the product [OH:1][CH:2]([CH2:14][CH2:15][CH3:16])[CH2:3][CH2:4][C:5]1[CH:10]=[CH:9][C:8]([F:11])=[C:7]([F:12])[C:6]=1[F:13], predict the reactants needed to synthesize it. The reactants are: [OH:1][CH:2]([CH2:14][CH2:15][CH3:16])[C:3]#[C:4][C:5]1[CH:10]=[CH:9][C:8]([F:11])=[C:7]([F:12])[C:6]=1[F:13].[H][H].